Dataset: Retrosynthesis with 50K atom-mapped reactions and 10 reaction types from USPTO. Task: Predict the reactants needed to synthesize the given product. (1) Given the product Nc1ccc(Sc2ncc(Br)cn2)cc1, predict the reactants needed to synthesize it. The reactants are: Clc1ncc(Br)cn1.Nc1ccc(S)cc1. (2) Given the product Cc1ccc2c(c1)c1c(n2-c2ccc3ncccc3c2)CCN(C)C1, predict the reactants needed to synthesize it. The reactants are: Brc1ccc2ncccc2c1.Cc1ccc2[nH]c3c(c2c1)CN(C)CC3. (3) Given the product Cc1n[nH]c(C)c1CC(=O)NN, predict the reactants needed to synthesize it. The reactants are: CCOC(=O)Cc1c(C)n[nH]c1C.NN. (4) Given the product COc1ccc(SCCNC(=O)OCc2ccccc2)cc1, predict the reactants needed to synthesize it. The reactants are: COc1ccc(SCCN)cc1.O=C(Cl)OCc1ccccc1. (5) Given the product COc1cc2cnnc(N3CCCC(CO)C3)c2cc1OC, predict the reactants needed to synthesize it. The reactants are: COc1cc2cnnc(Cl)c2cc1OC.OCC1CCCNC1. (6) Given the product CC(C)(C)OC(=O)N[C@H]1C[C@@H](CN=[N+]=[N-])OC1=O, predict the reactants needed to synthesize it. The reactants are: CC(C)(C)OC(=O)N[C@H]1C[C@@H](CBr)OC1=O.[N-]=[N+]=[N-]. (7) Given the product NC[C@@H]1C[C@H]1c1cc(F)ccc1OCC1CC1, predict the reactants needed to synthesize it. The reactants are: CC(C)(C)OC(=O)NC[C@@H]1C[C@H]1c1cc(F)ccc1OCC1CC1.